From a dataset of Forward reaction prediction with 1.9M reactions from USPTO patents (1976-2016). Predict the product of the given reaction. (1) Given the reactants C[SiH](C)C.[N:5]1[CH:10]=[CH:9][CH:8]=[CH:7][C:6]=1[OH:11].[C:12]([O-])([O-])=O.[K+].[K+].[CH3:18][C:19]([CH3:21])=O, predict the reaction product. The product is: [CH2:18]([N:5]1[CH:10]=[CH:9][CH:8]=[CH:7][C:6]1=[O:11])[CH2:19][C:21]#[CH:12]. (2) Given the reactants [CH3:1][O:2][C:3]1[C:4]2[N:5]([N:15]=[CH:16][C:17]=2[CH:18]=O)[CH:6]=[C:7]([C:9]2[CH:10]=[N:11][N:12]([CH3:14])[CH:13]=2)[CH:8]=1.[NH2:20][C:21]1[CH:22]=[N:23][CH:24]=[CH:25][CH:26]=1.C(O)(=O)C.C(O[BH-](OC(=O)C)OC(=O)C)(=O)C.[Na+], predict the reaction product. The product is: [CH3:1][O:2][C:3]1[C:4]2[N:5]([N:15]=[CH:16][C:17]=2[CH2:18][NH:20][C:21]2[CH:22]=[N:23][CH:24]=[CH:25][CH:26]=2)[CH:6]=[C:7]([C:9]2[CH:10]=[N:11][N:12]([CH3:14])[CH:13]=2)[CH:8]=1. (3) Given the reactants [NH2:1][C:2]1[CH:3]=[C:4]([N:8]2[C:12]3=[N:13][CH:14]=[N:15][C:16]([NH2:17])=[C:11]3[CH:10]=[N:9]2)[CH:5]=[CH:6][CH:7]=1.[CH2:18]([S:22](Cl)(=[O:24])=[O:23])[CH2:19][CH2:20][CH3:21].N1C=CC=CC=1.CN(C=O)C, predict the reaction product. The product is: [NH2:17][C:16]1[N:15]=[CH:14][N:13]=[C:12]2[N:8]([C:4]3[CH:3]=[C:2]([NH:1][S:22]([CH2:18][CH2:19][CH2:20][CH3:21])(=[O:24])=[O:23])[CH:7]=[CH:6][CH:5]=3)[N:9]=[CH:10][C:11]=12. (4) Given the reactants N1C(C)=CC(C)=CC=1C.CS([Cl:14])(=O)=O.[Cl:15][C:16]1[CH:41]=[CH:40][C:19]([CH2:20][NH:21][C:22]([C:24]2[C:25](=[O:39])[C:26]3[CH:36]=[C:35]([CH2:37]O)[S:34][C:27]=3[N:28]([CH2:30][CH2:31][O:32][CH3:33])[CH:29]=2)=[O:23])=[CH:18][CH:17]=1, predict the reaction product. The product is: [Cl:15][C:16]1[CH:17]=[CH:18][C:19]([CH2:20][NH:21][C:22]([C:24]2[C:25](=[O:39])[C:26]3[CH:36]=[C:35]([CH2:37][Cl:14])[S:34][C:27]=3[N:28]([CH2:30][CH2:31][O:32][CH3:33])[CH:29]=2)=[O:23])=[CH:40][CH:41]=1. (5) The product is: [CH3:26][NH:27][C:16]([NH:15][C:12]1[CH:13]=[CH:14][C:9]([B:4]2[O:3][C:2]([CH3:25])([CH3:1])[C:6]([CH3:8])([CH3:7])[O:5]2)=[CH:10][CH:11]=1)=[O:17]. Given the reactants [CH3:1][C:2]1([CH3:25])[C:6]([CH3:8])([CH3:7])[O:5][B:4]([C:9]2[CH:14]=[CH:13][C:12]([NH:15][C:16](=O)[O:17]C3C=CC=CC=3)=[CH:11][CH:10]=2)[O:3]1.[CH3:26][NH2:27].C1COCC1, predict the reaction product.